Predict the product of the given reaction. From a dataset of Forward reaction prediction with 1.9M reactions from USPTO patents (1976-2016). (1) Given the reactants Br[C:2]1[C:7]([CH:8]([CH3:10])[CH3:9])=[C:6]([O:11][CH3:12])[N:5]=[C:4]([CH3:13])[C:3]=1[CH2:14][CH:15]1[CH2:17][CH2:16]1.[C:18]([C:20]1[CH:21]=[C:22]([SH:28])[CH:23]=[C:24]([C:26]#[N:27])[CH:25]=1)#[N:19].C(=O)([O-])[O-].[Cs+].[Cs+], predict the reaction product. The product is: [CH:15]1([CH2:14][C:3]2[C:4]([CH3:13])=[N:5][C:6]([O:11][CH3:12])=[C:7]([CH:8]([CH3:10])[CH3:9])[C:2]=2[S:28][C:22]2[CH:21]=[C:20]([C:18]#[N:19])[CH:25]=[C:24]([CH:23]=2)[C:26]#[N:27])[CH2:17][CH2:16]1. (2) Given the reactants [C:1]([O:5][C:6](=[O:16])[NH:7][CH2:8][C:9]([NH:11][NH:12][C:13](=O)[CH3:14])=O)([CH3:4])([CH3:3])[CH3:2].COC1C=CC(P2(SP(C3C=CC(OC)=CC=3)(=S)S2)=[S:26])=CC=1, predict the reaction product. The product is: [C:1]([O:5][C:6](=[O:16])[NH:7][CH2:8][C:9]1[S:26][C:13]([CH3:14])=[N:12][N:11]=1)([CH3:4])([CH3:3])[CH3:2]. (3) Given the reactants [Cl:1][C:2]1[CH:10]=[C:9]([C:11]([NH:13][CH:14]([C:16]2[NH:20][C:19]3[CH:21]=[CH:22][C:23]([Cl:25])=[CH:24][C:18]=3[N:17]=2)[CH3:15])=[O:12])[CH:8]=[CH:7][C:3]=1[C:4]([OH:6])=O.[CH3:26][CH:27]1[CH:31]=[CH:30][CH:29]([CH3:32])[NH:28]1.C(N(C(C)C)CC)(C)C.ClCl, predict the reaction product. The product is: [Cl:1][C:2]1[CH:10]=[C:9]([CH:8]=[CH:7][C:3]=1[C:4]([N:28]1[CH:29]([CH3:32])[CH:30]=[CH:31][CH:27]1[CH3:26])=[O:6])[C:11]([NH:13][CH:14]([C:16]1[NH:20][C:19]2[CH:21]=[CH:22][C:23]([Cl:25])=[CH:24][C:18]=2[N:17]=1)[CH3:15])=[O:12]. (4) Given the reactants [F:1][C:2]1[CH:7]=[CH:6][C:5]([C@H:8]2[N:12]([S:13]([C:16]3[CH:21]=[CH:20][C:19]([CH3:22])=[CH:18][CH:17]=3)(=[O:15])=[O:14])[C@@H:11]([CH2:23][CH2:24][CH2:25][C:26]#[N:27])[CH2:10][CH2:9]2)=[CH:4][CH:3]=1.[CH3:28][NH:29][NH2:30].[CH:31](Cl)(Cl)Cl, predict the reaction product. The product is: [F:1][C:2]1[CH:3]=[CH:4][C:5]([C@H:8]2[N:12]([S:13]([C:16]3[CH:17]=[CH:18][C:19]([CH3:22])=[CH:20][CH:21]=3)(=[O:15])=[O:14])[C@@H:11]([CH2:23][CH2:24][CH2:25][C:26]3[N:30]([CH3:31])[N:29]=[CH:28][N:27]=3)[CH2:10][CH2:9]2)=[CH:6][CH:7]=1. (5) Given the reactants [NH2:1][C:2]1[CH:3]=[C:4]([C:9]2[O:10][C:11]3[C:16]([C:17](=[O:19])[CH:18]=2)=[CH:15][CH:14]=[C:13]([O:20][CH3:21])[C:12]=3[O:22][CH3:23])[CH:5]=[CH:6][C:7]=1[NH2:8].[C:24](=O)(O)[O-].[Na+], predict the reaction product. The product is: [NH:8]1[C:7]2[CH:6]=[CH:5][C:4]([C:9]3[O:10][C:11]4[C:16]([C:17](=[O:19])[CH:18]=3)=[CH:15][CH:14]=[C:13]([O:20][CH3:21])[C:12]=4[O:22][CH3:23])=[CH:3][C:2]=2[N:1]=[CH:24]1. (6) The product is: [CH3:10][N:9]([CH3:11])[C:6]1[CH:7]=[CH:8][C:3]([CH2:2][NH:1][C:30]([NH:28][C:27]2[C:25]3[NH:24][C:16](=[O:22])[NH:1][C:2]=3[CH:3]=[CH:4][CH:5]=2)=[O:31])=[CH:4][CH:5]=1. Given the reactants [NH2:1][CH2:2][C:3]1[CH:8]=[CH:7][C:6]([N:9]([CH3:11])[CH3:10])=[CH:5][CH:4]=1.ClC(Cl)(O[C:16](=[O:22])OC(Cl)(Cl)Cl)Cl.[N-:24]=[C:25]=O.[CH3:27][N:28]([CH:30]=[O:31])C, predict the reaction product. (7) The product is: [C:29]([O:1][CH2:2][CH2:3][CH2:4][CH2:5][CH2:6][CH2:7][O:8][C:9]1[CH:10]=[CH:11][C:12]([CH:15]([CH3:19])[C:16]([OH:18])=[O:17])=[CH:13][CH:14]=1)(=[O:32])[CH:30]=[CH2:31]. Given the reactants [OH:1][CH2:2][CH2:3][CH2:4][CH2:5][CH2:6][CH2:7][O:8][C:9]1[CH:14]=[CH:13][C:12]([CH:15]([CH3:19])[C:16]([OH:18])=[O:17])=[CH:11][CH:10]=1.CN(C)C1C=CC=CC=1.[C:29](Cl)(=[O:32])[CH:30]=[CH2:31].O, predict the reaction product. (8) Given the reactants [F:1][C:2]1[CH:3]=[C:4]([CH:8]=[CH:9][C:10]=1[F:11])C(O)=O.C(N(CC)CC)C.C1(OP(N=[N+]=[N-])(=O)OC2C=CC=CC=2)C=CC=CC=1.FC1C=C(C=CC=1F)[C:42]([N:44]=[N+]=[N-])=[O:43].[NH2:51][C:52]1[CH:57]=[CH:56][C:55]([C:58]2[CH:66]=[CH:65][C:64]([C:67]3[NH:68][C:69]([CH3:72])=[CH:70][N:71]=3)=[C:63]3[C:59]=2[CH2:60][NH:61][C:62]3=[O:73])=[C:54]([F:74])[CH:53]=1, predict the reaction product. The product is: [F:1][C:2]1[CH:3]=[C:4]([NH:44][C:42]([NH:51][C:52]2[CH:57]=[CH:56][C:55]([C:58]3[CH:66]=[CH:65][C:64]([C:67]4[NH:68][C:69]([CH3:72])=[CH:70][N:71]=4)=[C:63]4[C:59]=3[CH2:60][NH:61][C:62]4=[O:73])=[C:54]([F:74])[CH:53]=2)=[O:43])[CH:8]=[CH:9][C:10]=1[F:11]. (9) Given the reactants [CH3:1][O:2][C:3]1[CH:4]=[C:5](B(O)O)[CH:6]=[C:7]([O:9][CH3:10])[CH:8]=1.[Br:14][C:15]1[CH:20]=[CH:19][C:18](Br)=[C:17]([NH2:22])[C:16]=1[NH2:23].C([O-])([O-])=O.[Na+].[Na+], predict the reaction product. The product is: [Br:14][C:15]1[CH:20]=[CH:19][C:18]([C:5]2[CH:4]=[C:3]([O:2][CH3:1])[CH:8]=[C:7]([O:9][CH3:10])[CH:6]=2)=[C:17]([NH2:22])[C:16]=1[NH2:23]. (10) Given the reactants Cl.[Cl:2][C:3]1[CH:4]=[C:5]([CH:9]=[CH:10][C:11]=1[Cl:12])[CH2:6]CN.C([N:15]([CH2:18][CH3:19])[CH2:16]C)C.CO.[C:22](#[N:25])C=C, predict the reaction product. The product is: [Cl:2][C:3]1[CH:4]=[C:5]([CH:9]=[CH:10][C:11]=1[Cl:12])[CH2:6][N:15]([CH3:16])[CH2:18][CH2:19][C:22]#[N:25].